Dataset: Full USPTO retrosynthesis dataset with 1.9M reactions from patents (1976-2016). Task: Predict the reactants needed to synthesize the given product. Given the product [Br:1][C:2]1[O:6][C:5]([CH:7]([OH:8])[CH2:21][CH:20]=[CH2:19])=[N:4][C:3]=1[C:9]1[CH:10]=[CH:11][C:12]([C:15]([F:18])([F:17])[F:16])=[CH:13][CH:14]=1, predict the reactants needed to synthesize it. The reactants are: [Br:1][C:2]1[O:6][C:5]([CH:7]=[O:8])=[N:4][C:3]=1[C:9]1[CH:14]=[CH:13][C:12]([C:15]([F:18])([F:17])[F:16])=[CH:11][CH:10]=1.[CH2:19](Br)[CH:20]=[CH2:21].[In].Cl.